From a dataset of Catalyst prediction with 721,799 reactions and 888 catalyst types from USPTO. Predict which catalyst facilitates the given reaction. (1) The catalyst class is: 7. Reactant: C(OC(=O)[NH:7][CH2:8][CH2:9][N:10]1[C:18]2[C:17]([NH:19][C:20]3[CH:21]=[N:22][C:23]([O:27][C:28]4[CH:33]=[CH:32][CH:31]=[C:30]([O:34][C:35]([F:38])([F:37])[F:36])[CH:29]=4)=[C:24]([Cl:26])[CH:25]=3)=[N:16][CH:15]=[N:14][C:13]=2[CH:12]=[CH:11]1)(C)(C)C.[ClH:40]. Product: [ClH:26].[ClH:40].[ClH:26].[NH2:7][CH2:8][CH2:9][N:10]1[C:18]2[C:17]([NH:19][C:20]3[CH:21]=[N:22][C:23]([O:27][C:28]4[CH:33]=[CH:32][CH:31]=[C:30]([O:34][C:35]([F:36])([F:37])[F:38])[CH:29]=4)=[C:24]([Cl:26])[CH:25]=3)=[N:16][CH:15]=[N:14][C:13]=2[CH:12]=[CH:11]1. (2) Reactant: Br[CH:2]([CH2:15][CH2:16][CH2:17][CH2:18]Br)[C:3]([O:5][CH:6]([CH3:14])[C:7](=[O:13])[N:8]1[CH2:12][CH2:11][CH2:10][CH2:9]1)=[O:4].[Na+].[I-].C(N(CC)CC)C.Cl.[CH2:30]([NH2:33])[CH:31]=[CH2:32]. Product: [CH2:30]([N:33]1[CH2:18][CH2:17][CH2:16][CH2:15][CH:2]1[C:3]([O:5][C@@H:6]([CH3:14])[C:7](=[O:13])[N:8]1[CH2:12][CH2:11][CH2:10][CH2:9]1)=[O:4])[CH:31]=[CH2:32]. The catalyst class is: 7. (3) Reactant: C([O:3][C:4](=O)[CH:5]=[C:6]([C:12]1[O:13][CH:14]=[CH:15][CH:16]=1)[C:7]1[O:8][CH:9]=[CH:10][CH:11]=1)C.CC(C[AlH]CC(C)C)C.[Cl-].[NH4+].C(Cl)Cl. Product: [O:8]1[CH:9]=[CH:10][CH:11]=[C:7]1[C:6]([C:12]1[O:13][CH:14]=[CH:15][CH:16]=1)=[CH:5][CH2:4][OH:3]. The catalyst class is: 1. (4) Reactant: [CH3:1][C:2]1[N:7]=[CH:6][C:5]([N:8]([C:16]([O:18][C:19]([CH3:22])([CH3:21])[CH3:20])=[O:17])[C:9]([O:11][C:12]([CH3:15])([CH3:14])[CH3:13])=[O:10])=[CH:4][CH:3]=1.C1C(=O)N([Br:30])C(=O)C1.CC(N=NC(C#N)(C)C)(C#N)C. Product: [Br:30][CH2:1][C:2]1[N:7]=[CH:6][C:5]([N:8]([C:16]([O:18][C:19]([CH3:22])([CH3:21])[CH3:20])=[O:17])[C:9]([O:11][C:12]([CH3:15])([CH3:13])[CH3:14])=[O:10])=[CH:4][CH:3]=1. The catalyst class is: 53. (5) Reactant: [C:1]([O:5][C:6]([N:8]1[CH2:13][CH2:12][NH:11][CH2:10][C@@H:9]1[CH:14]([CH3:16])[CH3:15])=[O:7])([CH3:4])([CH3:3])[CH3:2].[H-].[Na+].Cl[C:20]1[O:21][C:22]2[C:23](=[C:25]([C:29]([O:31][CH3:32])=[O:30])[CH:26]=[CH:27][CH:28]=2)[N:24]=1. Product: [C:1]([O:5][C:6]([N:8]1[CH2:13][CH2:12][N:11]([C:20]2[O:21][C:22]3[C:23](=[C:25]([C:29]([O:31][CH3:32])=[O:30])[CH:26]=[CH:27][CH:28]=3)[N:24]=2)[CH2:10][C@@H:9]1[CH:14]([CH3:16])[CH3:15])=[O:7])([CH3:4])([CH3:3])[CH3:2]. The catalyst class is: 57. (6) Reactant: I[C:2]1[N:10]=[C:9]2[C:5]([N:6]=[CH:7][N:8]2[CH2:11][O:12][CH2:13][CH2:14][Si:15]([CH3:18])([CH3:17])[CH3:16])=[C:4]([NH:19][C:20]2[CH:25]=[CH:24][C:23]([N:26]3[CH2:31][CH2:30][N:29]([CH:32]4[CH2:35][O:34][CH2:33]4)[CH2:28][CH2:27]3)=[CH:22][CH:21]=2)[N:3]=1.[C:36]([O:39][CH2:40][C:41]1[C:46]([N:47]2[CH2:58][CH2:57][N:56]3[C:49](=[CH:50][C:51]4[CH2:52][C:53]([CH3:60])([CH3:59])[CH2:54][C:55]=43)[C:48]2=[O:61])=[CH:45][C:44]([F:62])=[CH:43][C:42]=1B1OC(C)(C)C(C)(C)O1)(=[O:38])[CH3:37].[O-]P([O-])([O-])=O.[K+].[K+].[K+].C([O-])(=O)C.[Na+]. Product: [C:36]([O:39][CH2:40][C:41]1[C:42]([C:2]2[N:10]=[C:9]3[C:5]([N:6]=[CH:7][N:8]3[CH2:11][O:12][CH2:13][CH2:14][Si:15]([CH3:18])([CH3:17])[CH3:16])=[C:4]([NH:19][C:20]3[CH:25]=[CH:24][C:23]([N:26]4[CH2:31][CH2:30][N:29]([CH:32]5[CH2:35][O:34][CH2:33]5)[CH2:28][CH2:27]4)=[CH:22][CH:21]=3)[N:3]=2)=[CH:43][C:44]([F:62])=[CH:45][C:46]=1[N:47]1[CH2:58][CH2:57][N:56]2[C:49](=[CH:50][C:51]3[CH2:52][C:53]([CH3:60])([CH3:59])[CH2:54][C:55]=32)[C:48]1=[O:61])(=[O:38])[CH3:37]. The catalyst class is: 543. (7) The catalyst class is: 63. Reactant: [C:1]([O:5][C:6]([N:8]1[C@@H:13]([C@@H:14]([OH:36])[C@@H:15]([NH:32][C:33](=[O:35])[CH3:34])[CH2:16][C:17]2[CH:22]=[C:21]([F:23])[CH:20]=[C:19]([O:24]CC3C=CC=CC=3)[CH:18]=2)[CH2:12][O:11][C@@H:10]([O:37][CH2:38][C:39]([CH3:42])([CH3:41])[CH3:40])[C@@H:9]1[CH3:43])=[O:7])([CH3:4])([CH3:3])[CH3:2]. Product: [C:1]([O:5][C:6]([N:8]1[C@@H:13]([C@@H:14]([OH:36])[C@@H:15]([NH:32][C:33](=[O:35])[CH3:34])[CH2:16][C:17]2[CH:18]=[C:19]([OH:24])[CH:20]=[C:21]([F:23])[CH:22]=2)[CH2:12][O:11][C@@H:10]([O:37][CH2:38][C:39]([CH3:42])([CH3:41])[CH3:40])[C@@H:9]1[CH3:43])=[O:7])([CH3:3])([CH3:4])[CH3:2].